From a dataset of Catalyst prediction with 721,799 reactions and 888 catalyst types from USPTO. Predict which catalyst facilitates the given reaction. (1) Reactant: Cl[C:2]1[C:11]2[C:6](=[CH:7][CH:8]=[CH:9][CH:10]=2)[N:5]=[CH:4][C:3]=1[C:12]([O:14]CC)=O.C(N(CC)CC)C.[C:24]1([NH:30][NH2:31])[CH:29]=[CH:28][CH:27]=[CH:26][CH:25]=1. Product: [C:24]1([N:30]2[C:12](=[O:14])[C:3]3=[CH:4][NH:5][C:6]4[CH:7]=[CH:8][CH:9]=[CH:10][C:11]=4[C:2]3=[N:31]2)[CH:29]=[CH:28][CH:27]=[CH:26][CH:25]=1. The catalyst class is: 673. (2) The catalyst class is: 27. Product: [CH3:1][N:2]1[CH2:3][CH2:4][N:5]([CH3:6])[C:7](=[O:14])[C:8]1=[O:10]. Reactant: [CH3:1][NH:2][CH2:3][CH2:4][NH:5][CH3:6].[C:7]([O:14]CC)(=O)[C:8]([O:10]CC)=O.